This data is from Catalyst prediction with 721,799 reactions and 888 catalyst types from USPTO. The task is: Predict which catalyst facilitates the given reaction. (1) Reactant: [Br:1][C:2]1[CH:21]=[CH:20][C:5]([CH2:6][N:7]2[C:11]3[CH:12]=[CH:13][C:14]([C:16]([O:18]C)=[O:17])=[CH:15][C:10]=3[N:9]=[CH:8]2)=[CH:4][CH:3]=1.[Li+].[OH-].Cl. Product: [Br:1][C:2]1[CH:3]=[CH:4][C:5]([CH2:6][N:7]2[C:11]3[CH:12]=[CH:13][C:14]([C:16]([OH:18])=[O:17])=[CH:15][C:10]=3[N:9]=[CH:8]2)=[CH:20][CH:21]=1. The catalyst class is: 24. (2) Reactant: C([O:3][CH:4](OCC)[C:5]1[O:6][C:7]2[CH:13]=[CH:12][C:11]([C:14]([O:16][CH3:17])=[O:15])=[CH:10][C:8]=2[CH:9]=1)C.C(O)=O. Product: [CH:4]([C:5]1[O:6][C:7]2[CH:13]=[CH:12][C:11]([C:14]([O:16][CH3:17])=[O:15])=[CH:10][C:8]=2[CH:9]=1)=[O:3]. The catalyst class is: 6.